This data is from Reaction yield outcomes from USPTO patents with 853,638 reactions. The task is: Predict the reaction yield, written as a fraction of the theoretical maximum amount of product (1.0 means a 100% yield; for example, 0.34 means a 34% yield). (1) The reactants are [N:1]([CH2:4][CH2:5][C:6]1[C:14]2[C:9](=[N:10][CH:11]=[C:12]([Cl:15])[CH:13]=2)[NH:8][C:7]=1[Si:16]([CH2:21][CH3:22])([CH2:19][CH3:20])[CH2:17][CH3:18])=[N+]=[N-].C1(P(C2C=CC=CC=2)C2C=CC=CC=2)C=CC=CC=1. The catalyst is CO. The product is [Cl:15][C:12]1[CH:13]=[C:14]2[C:6]([CH2:5][CH2:4][NH2:1])=[C:7]([Si:16]([CH2:19][CH3:20])([CH2:17][CH3:18])[CH2:21][CH3:22])[NH:8][C:9]2=[N:10][CH:11]=1. The yield is 0.620. (2) The reactants are F[C:2]1[C:7]([I:8])=[CH:6][CH:5]=[CH:4][N:3]=1.[NH2:9][CH2:10][CH:11]1[CH2:16][CH2:15][O:14][CH2:13][CH2:12]1. No catalyst specified. The product is [I:8][C:7]1[C:2]([NH:9][CH2:10][CH:11]2[CH2:16][CH2:15][O:14][CH2:13][CH2:12]2)=[N:3][CH:4]=[CH:5][CH:6]=1. The yield is 0.560. (3) The reactants are [CH:1]1([CH:7]([N:10]2[C:14]3[CH:15]=[C:16]([F:20])[C:17]([F:19])=[CH:18][C:13]=3[N:12]=[C:11]2[C:21]2[C:22]([O:29][CH3:30])=[N:23][C:24]([O:27][CH3:28])=[CH:25][CH:26]=2)[CH2:8][OH:9])[CH2:6][CH2:5][CH2:4][CH2:3][CH2:2]1.O[C:32]1[CH:41]=[CH:40][C:35]([C:36]([O:38][CH3:39])=[O:37])=[CH:34][N:33]=1.N(C(OC(C)(C)C)=O)=NC(OC(C)(C)C)=O. No catalyst specified. The product is [CH3:39][O:38][C:36](=[O:37])[C:35]1[CH:40]=[CH:41][C:32]([O:9][CH2:8][CH:7]([CH:1]2[CH2:6][CH2:5][CH2:4][CH2:3][CH2:2]2)[N:10]2[C:14]3[CH:15]=[C:16]([F:20])[C:17]([F:19])=[CH:18][C:13]=3[N:12]=[C:11]2[C:21]2[C:22]([O:29][CH3:30])=[N:23][C:24]([O:27][CH3:28])=[CH:25][CH:26]=2)=[N:33][CH:34]=1. The yield is 0.0400. (4) The product is [Cl:18][C:19]1[N:24]=[CH:23][C:22]2[C:25]([NH:47][C:6]([N:52]3[CH2:53][C:50]([F:54])([F:49])[CH2:51]3)=[O:7])=[N:26][N:27]([C:28]([C:35]3[CH:40]=[CH:39][CH:38]=[CH:37][CH:36]=3)([C:29]3[CH:30]=[CH:31][CH:32]=[CH:33][CH:34]=3)[C:41]3[CH:42]=[CH:43][CH:44]=[CH:45][CH:46]=3)[C:21]=2[CH:20]=1. The catalyst is C(Cl)Cl. The reactants are N1([C:6](N2C=CN=C2)=[O:7])C=CN=C1.N1C=CN=C1.[Cl:18][C:19]1[N:24]=[CH:23][C:22]2[C:25]([NH2:47])=[N:26][N:27]([C:28]([C:41]3[CH:46]=[CH:45][CH:44]=[CH:43][CH:42]=3)([C:35]3[CH:40]=[CH:39][CH:38]=[CH:37][CH:36]=3)[C:29]3[CH:34]=[CH:33][CH:32]=[CH:31][CH:30]=3)[C:21]=2[CH:20]=1.Cl.[F:49][C:50]1([F:54])[CH2:53][NH:52][CH2:51]1. The yield is 0.990. (5) The reactants are [C:1](=[O:20])(OC1C=CC([N+]([O-])=O)=CC=1)[O:2][CH:3]1[CH2:8][CH2:7][N:6]([CH3:9])[CH2:5][CH2:4]1.CCN(C(C)C)C(C)C.[CH3:30][C:31]1[CH:36]=[CH:35][C:34]([N:37]2[CH2:42][CH2:41][NH:40][CH2:39][CH2:38]2)=[CH:33][CH:32]=1. The catalyst is CN(C=O)C. The product is [CH3:30][C:31]1[CH:32]=[CH:33][C:34]([N:37]2[CH2:42][CH2:41][N:40]([C:1]([O:2][CH:3]3[CH2:4][CH2:5][N:6]([CH3:9])[CH2:7][CH2:8]3)=[O:20])[CH2:39][CH2:38]2)=[CH:35][CH:36]=1. The yield is 0.790. (6) The reactants are Br[C:2]1[NH:3][C:4]2[C:9]([C:10]=1[CH:11]=[O:12])=[CH:8][C:7]([O:13][CH3:14])=[CH:6][CH:5]=2.[CH3:15][O:16][CH2:17][CH2:18][N:19]1[C:23]([CH3:24])=[C:22](B2OC(C)(C)C(C)(C)O2)[C:21]([CH3:34])=[N:20]1.C1(P(C2C=CC=CC=2)C2C=CC=CC=2)C=CC=CC=1.P([O-])([O-])([O-])=O.[K+].[K+].[K+]. The catalyst is COCCOC.O.C(O[Pd]OC(=O)C)(=O)C. The product is [CH3:14][O:13][C:7]1[CH:8]=[C:9]2[C:4](=[CH:5][CH:6]=1)[NH:3][C:2]([C:22]1[C:21]([CH3:34])=[N:20][N:19]([CH2:18][CH2:17][O:16][CH3:15])[C:23]=1[CH3:24])=[C:10]2[CH:11]=[O:12]. The yield is 0.600. (7) The reactants are C(Cl)(=O)C(Cl)=O.CS(C)=O.[C:11]([O:15][C:16]([N:18]1[CH:26]2[CH:21]([CH:22]([OH:27])[CH2:23][CH2:24][CH2:25]2)[CH2:20][CH2:19]1)=[O:17])([CH3:14])([CH3:13])[CH3:12].C(N(CC)CC)C. The catalyst is C1COCC1. The product is [C:11]([O:15][C:16]([N:18]1[CH:26]2[CH:21]([C:22](=[O:27])[CH2:23][CH2:24][CH2:25]2)[CH2:20][CH2:19]1)=[O:17])([CH3:14])([CH3:12])[CH3:13]. The yield is 0.650.